This data is from Full USPTO retrosynthesis dataset with 1.9M reactions from patents (1976-2016). The task is: Predict the reactants needed to synthesize the given product. (1) The reactants are: CC(N=NC(C#N)(C)C)(C#N)C.[CH2:13]1[C:18](=O)[N:17](Br)[C:15](=[O:16])[CH2:14]1.CC1[CH:31]=[C:30]([N+:32]([O-:34])=[O:33])[CH:29]=[CH:28]C=1C(OC)=O. Given the product [N+:32]([C:30]1[CH:31]=[C:13]2[C:14](=[CH:28][CH:29]=1)[C:15](=[O:16])[NH:17][CH2:18]2)([O-:34])=[O:33], predict the reactants needed to synthesize it. (2) Given the product [NH2:74][C:73]1[CH:72]=[CH:71][C:70]([C:82]2[CH:83]=[CH:84][CH:85]=[CH:86][CH:87]=2)=[CH:69][C:68]=1[NH:67][C:15](=[O:16])[C:14]1[CH:18]=[CH:19][C:11]([N:10]([CH2:20][C:21]([NH:22][C:23]2[CH:28]=[CH:27][CH:26]=[CH:25][CH:24]=2)=[O:29])[CH2:9][C:8](=[O:30])[NH:1][C:2]2[CH:7]=[CH:6][CH:5]=[CH:4][CH:3]=2)=[CH:12][CH:13]=1, predict the reactants needed to synthesize it. The reactants are: [NH:1]([C:8](=[O:30])[CH2:9][N:10]([CH2:20][C:21](=[O:29])[NH:22][C:23]1[CH:28]=[CH:27][CH:26]=[CH:25][CH:24]=1)[C:11]1[CH:19]=[CH:18][C:14]([C:15](O)=[O:16])=[CH:13][CH:12]=1)[C:2]1[CH:7]=[CH:6][CH:5]=[CH:4][CH:3]=1.F[P-](F)(F)(F)(F)F.N1(O[P+](N(C)C)(N(C)C)N(C)C)C2C=CC=CC=2N=N1.CCN(C(C)C)C(C)C.[NH2:67][C:68]1[CH:69]=[C:70]([C:82]2[CH:87]=[CH:86][CH:85]=[CH:84][CH:83]=2)[CH:71]=[CH:72][C:73]=1[NH:74]C(=O)OC(C)(C)C. (3) Given the product [O:20]=[C:19]([N:21]1[CH2:22][CH2:23][N:24]([C:27](=[O:38])[C:28]2[CH:33]=[CH:32][CH:31]=[CH:30][C:29]=2[C:34]([F:37])([F:35])[F:36])[CH2:25][CH2:26]1)[CH2:18][NH:17][C:71](=[O:72])[C:70]1[CH:74]=[CH:75][C:67]([C:61]2[CH:66]=[CH:65][CH:64]=[CH:63][CH:62]=2)=[N:68][CH:69]=1, predict the reactants needed to synthesize it. The reactants are: CCN(C(C)C)C(C)C.OC(C(F)(F)F)=O.[NH2:17][CH2:18][C:19]([N:21]1[CH2:26][CH2:25][N:24]([C:27](=[O:38])[C:28]2[CH:33]=[CH:32][CH:31]=[CH:30][C:29]=2[C:34]([F:37])([F:36])[F:35])[CH2:23][CH2:22]1)=[O:20].C1C=CC2N(O)N=NC=2C=1.CCN=C=NCCCN(C)C.Cl.[C:61]1([C:67]2[CH:75]=[CH:74][C:70]([C:71](O)=[O:72])=[CH:69][N:68]=2)[CH:66]=[CH:65][CH:64]=[CH:63][CH:62]=1. (4) Given the product [C:1]([O:5][C:6]([N:8]([C:13]1[CH:14]=[C:15]([C:18]([O:20][C@H:29]([C:31]2[CH:36]=[CH:35][C:34]([O:37][CH:38]([F:39])[F:40])=[C:33]([O:41][CH2:42][CH:43]3[CH2:44][CH2:45]3)[CH:32]=2)[CH2:28][C:27]2[C:26]([Cl:46])=[CH:25][N+:24]([O-:47])=[CH:23][C:22]=2[Cl:21])=[O:19])[S:16][CH:17]=1)[S:9]([CH3:12])(=[O:11])=[O:10])=[O:7])([CH3:4])([CH3:2])[CH3:3], predict the reactants needed to synthesize it. The reactants are: [C:1]([O:5][C:6]([N:8]([C:13]1[CH:14]=[C:15]([C:18]([OH:20])=[O:19])[S:16][CH:17]=1)[S:9]([CH3:12])(=[O:11])=[O:10])=[O:7])([CH3:4])([CH3:3])[CH3:2].[Cl:21][C:22]1[CH:23]=[N+:24]([O-:47])[CH:25]=[C:26]([Cl:46])[C:27]=1[CH2:28][C@@H:29]([C:31]1[CH:36]=[CH:35][C:34]([O:37][CH:38]([F:40])[F:39])=[C:33]([O:41][CH2:42][CH:43]2[CH2:45][CH2:44]2)[CH:32]=1)O.C(Cl)CCl. (5) Given the product [F:1][C:2]1[CH:11]=[CH:10][CH:9]=[C:8]2[C:3]=1[C:4]([Cl:33])=[N:5][CH:6]=[N:7]2, predict the reactants needed to synthesize it. The reactants are: [F:1][C:2]1[CH:11]=[CH:10][CH:9]=[C:8]2[C:3]=1[C:4](=O)[NH:5][CH:6]=[N:7]2.C1(P(C2C=CC=CC=2)C2C=CC=CC=2)C=CC=CC=1.C(Cl)(Cl)(Cl)[Cl:33]. (6) The reactants are: C(NCC)C.BrCC(C1C=CC=CC=1)=O.OS(O)(=O)=O.C([O:23][C:24](=[O:43])[C:25]1[CH:30]=[CH:29][C:28]([C:31](=[O:42])[CH2:32][CH2:33][C:34](=[O:41])[C:35]2[CH:40]=[CH:39][CH:38]=[CH:37][CH:36]=2)=[CH:27][CH:26]=1)C.[OH-].[K+].Cl. Given the product [O:41]=[C:34]([C:35]1[CH:40]=[CH:39][CH:38]=[CH:37][CH:36]=1)[CH2:33][CH2:32][C:31]([C:28]1[CH:29]=[CH:30][C:25]([C:24]([OH:43])=[O:23])=[CH:26][CH:27]=1)=[O:42], predict the reactants needed to synthesize it. (7) Given the product [Br:28][C:24]1[C:23]([NH:2][CH2:3][CH2:4][CH2:5][NH:6][C:7]([CH:9]2[CH2:12][CH2:11][CH2:10]2)=[O:8])=[N:22][C:21]([Cl:20])=[N:26][CH:25]=1, predict the reactants needed to synthesize it. The reactants are: Cl.[NH2:2][CH2:3][CH2:4][CH2:5][NH:6][C:7]([CH:9]1[CH2:12][CH2:11][CH2:10]1)=[O:8].C(N(CC)CC)C.[Cl:20][C:21]1[N:26]=[C:25](Cl)[C:24]([Br:28])=[CH:23][N:22]=1. (8) Given the product [Cl:8][C:9]1[CH:10]=[CH:11][C:12]([C:15]2[N:16]=[C:17]([C@H:20]3[CH2:25][CH2:24][CH2:23][CH2:22][N:21]3[C:50](=[O:51])[CH2:49][O:42][C:43]3[CH:48]=[CH:47][CH:46]=[CH:45][CH:44]=3)[S:18][CH:19]=2)=[CH:13][CH:14]=1, predict the reactants needed to synthesize it. The reactants are: FC(F)(F)C([O-])=O.[Cl:8][C:9]1[CH:14]=[CH:13][C:12]([C:15]2[N:16]=[C:17]([C@H:20]3[CH2:25][CH2:24][CH2:23][CH2:22][NH2+:21]3)[S:18][CH:19]=2)=[CH:11][CH:10]=1.C(N(CC)CC)C.CN(C1C=CC=CN=1)C.[O:42]([CH2:49][C:50](Cl)=[O:51])[C:43]1[CH:48]=[CH:47][CH:46]=[CH:45][CH:44]=1.